Dataset: Forward reaction prediction with 1.9M reactions from USPTO patents (1976-2016). Task: Predict the product of the given reaction. The product is: [F:13][C:14]1[CH:15]=[CH:16][C:17]([N:20]2[CH2:25][CH2:24][C:23]3[NH:1][C:2]4[CH:11]=[CH:10][C:5]([C:6]([O:8][CH3:9])=[O:7])=[CH:4][C:3]=4[C:22]=3[CH2:21]2)=[CH:18][CH:19]=1. Given the reactants [NH2:1][C:2]1[CH:11]=[CH:10][C:5]([C:6]([O:8][CH3:9])=[O:7])=[CH:4][C:3]=1I.[F:13][C:14]1[CH:19]=[CH:18][C:17]([N:20]2[CH2:25][CH2:24][C:23](=O)[CH2:22][CH2:21]2)=[CH:16][CH:15]=1.N12CCN(CC1)CC2, predict the reaction product.